Dataset: Full USPTO retrosynthesis dataset with 1.9M reactions from patents (1976-2016). Task: Predict the reactants needed to synthesize the given product. (1) Given the product [Cl:24][C:12]1[N:7]([C:1]2[CH:6]=[CH:5][CH:4]=[CH:3][CH:2]=2)[C:8](=[O:21])[N:9]([C:15]2[CH:20]=[CH:19][CH:18]=[CH:17][CH:16]=2)[C:10](=[O:14])[CH:11]=1, predict the reactants needed to synthesize it. The reactants are: [C:1]1([N:7]2[C:12](=O)[CH2:11][C:10](=[O:14])[N:9]([C:15]3[CH:20]=[CH:19][CH:18]=[CH:17][CH:16]=3)[C:8]2=[O:21])[CH:6]=[CH:5][CH:4]=[CH:3][CH:2]=1.P(Cl)(Cl)([Cl:24])=O. (2) The reactants are: [S:1]1[CH:5]=[CH:4][N:3]=[C:2]1[C:6]1([OH:20])[C:14]2[C:13]3[CH2:15][CH2:16][NH:17][CH2:18][CH2:19][C:12]=3[CH:11]=[CH:10][C:9]=2[CH2:8][CH2:7]1.CCN(C(C)C)C(C)C.[C:30](O[C:30]([C:32]([F:35])([F:34])[F:33])=[O:31])([C:32]([F:35])([F:34])[F:33])=[O:31]. Given the product [F:33][C:32]([F:35])([F:34])[C:30]([N:17]1[CH2:16][CH2:15][C:13]2[C:14]3[C:6]([OH:20])([C:2]4[S:1][CH:5]=[CH:4][N:3]=4)[CH2:7][CH2:8][C:9]=3[CH:10]=[CH:11][C:12]=2[CH2:19][CH2:18]1)=[O:31], predict the reactants needed to synthesize it. (3) The reactants are: [CH3:1][O:2][C:3]1([O:10][CH3:11])[CH2:8][CH2:7][O:6][CH2:5][C:4]1=O.P([O-])(O)(O)=O.[K+].C([O-])=O.[Na+].[NH2:22][C@H](C(O)=O)C.[OH-].[Na+].C1N=C(N)C2N=CN([C@@H]3O[C@H](COP(OP(OC[C@H]4O[C@@H](N5C=C(C(N)=O)CC=C5)[C@H](O)[C@@H]4O)(O)=O)(O)=O)[C@@H](O)[C@H]3O)C=2N=1. Given the product [CH3:1][O:2][C:3]1([O:10][CH3:11])[CH2:8][CH2:7][O:6][CH2:5][C@@H:4]1[NH2:22], predict the reactants needed to synthesize it.